Dataset: Full USPTO retrosynthesis dataset with 1.9M reactions from patents (1976-2016). Task: Predict the reactants needed to synthesize the given product. (1) Given the product [NH:43]1[C:47]2[CH:48]=[C:49]([NH:52][C:20](=[O:21])[C@@H:19]([NH:18][C:16]([C@H:13]3[CH2:14][CH2:15][C@H:10]([CH2:9][NH:8][C:6](=[O:7])[O:5][C:1]([CH3:4])([CH3:3])[CH3:2])[CH2:11][CH2:12]3)=[O:17])[CH2:23][C:24]3[CH:25]=[CH:26][C:27]([C:30]4[CH:35]=[CH:34][C:33]([C:36](=[O:41])[NH:37][CH:38]([CH3:39])[CH3:40])=[CH:32][C:31]=4[CH3:42])=[CH:28][CH:29]=3)[CH:50]=[CH:51][C:46]=2[N:45]=[CH:44]1, predict the reactants needed to synthesize it. The reactants are: [C:1]([O:5][C:6]([NH:8][CH2:9][C@H:10]1[CH2:15][CH2:14][C@H:13]([C:16]([NH:18][C@@H:19]([CH2:23][C:24]2[CH:29]=[CH:28][C:27]([C:30]3[CH:35]=[CH:34][C:33]([C:36](=[O:41])[NH:37][CH:38]([CH3:40])[CH3:39])=[CH:32][C:31]=3[CH3:42])=[CH:26][CH:25]=2)[C:20](O)=[O:21])=[O:17])[CH2:12][CH2:11]1)=[O:7])([CH3:4])([CH3:3])[CH3:2].[NH:43]1[C:47]2[CH:48]=[C:49]([NH2:52])[CH:50]=[CH:51][C:46]=2[N:45]=[CH:44]1.C(N(CC)C(C)C)(C)C.C(P1(=O)OP(=O)(CCC)OP(=O)(CCC)O1)CC. (2) Given the product [C:18]1([C:24]2[CH:25]=[CH:26][C:27]([CH2:28][NH:29][C:15](=[O:16])[CH2:14][CH2:13][C:5]3[CH:6]=[CH:7][C:8]([O:9][CH2:10][C:11]#[CH:12])=[C:3]([O:2][CH3:1])[CH:4]=3)=[CH:30][CH:31]=2)[CH:19]=[CH:20][CH:21]=[CH:22][CH:23]=1, predict the reactants needed to synthesize it. The reactants are: [CH3:1][O:2][C:3]1[CH:4]=[C:5]([CH2:13][CH2:14][C:15](Cl)=[O:16])[CH:6]=[CH:7][C:8]=1[O:9][CH2:10][C:11]#[CH:12].[C:18]1([C:24]2[CH:31]=[CH:30][C:27]([CH2:28][NH2:29])=[CH:26][CH:25]=2)[CH:23]=[CH:22][CH:21]=[CH:20][CH:19]=1.C(N(CC)CC)C.O1CCCC1. (3) Given the product [CH2:1]([NH:8][C:9](=[O:41])[CH2:10][CH2:11][N:12]1[CH2:17][CH2:16][CH:15]([NH:18][CH2:19][C@H:20]([OH:33])[C:21]2[CH:30]=[CH:29][C:28]([OH:31])=[C:27]3[C:22]=2[CH:23]=[CH:24][C:25](=[O:32])[NH:26]3)[CH2:14][CH2:13]1)[C:2]1[CH:7]=[CH:6][CH:5]=[CH:4][CH:3]=1, predict the reactants needed to synthesize it. The reactants are: [CH2:1]([NH:8][C:9](=[O:41])[CH2:10][CH2:11][N:12]1[CH2:17][CH2:16][CH:15]([NH:18][CH2:19][C@H:20]([O:33][Si](C(C)(C)C)(C)C)[C:21]2[CH:30]=[CH:29][C:28]([OH:31])=[C:27]3[C:22]=2[CH:23]=[CH:24][C:25](=[O:32])[NH:26]3)[CH2:14][CH2:13]1)[C:2]1[CH:7]=[CH:6][CH:5]=[CH:4][CH:3]=1.F.F.F.C(N(CC)CC)C. (4) Given the product [F:1][C:2]1[C:3]([O:34][CH3:35])=[C:4]([CH:9]2[CH2:14][CH2:13][N:12]([C:15]3[CH:20]=[N:19][N:18]4[C:23]([CH2:24][C:25]([F:26])([F:27])[F:28])=[N:22][N:21]=[C:17]4[C:16]=3[C:30]([F:33])([F:31])[F:32])[CH2:11][CH2:10]2)[C:5]([F:8])=[CH:6][CH:7]=1, predict the reactants needed to synthesize it. The reactants are: [F:1][C:2]1[C:3]([O:34][CH3:35])=[C:4]([CH:9]2[CH2:14][CH2:13][N:12]([C:15]3[C:16]([C:30]([F:33])([F:32])[F:31])=[C:17]([NH:21][NH:22][C:23](=O)[CH2:24][C:25]([F:28])([F:27])[F:26])[N:18]=[N:19][CH:20]=3)[CH2:11][CH2:10]2)[C:5]([F:8])=[CH:6][CH:7]=1.P(Cl)(Cl)(Cl)=O.